Dataset: Full USPTO retrosynthesis dataset with 1.9M reactions from patents (1976-2016). Task: Predict the reactants needed to synthesize the given product. Given the product [I:1][C:2]1[CH:7]=[CH:6][C:5]([N:8]2[CH:13]=[CH:12][CH:11]=[CH:10][C:9]2=[S:21])=[CH:4][CH:3]=1, predict the reactants needed to synthesize it. The reactants are: [I:1][C:2]1[CH:7]=[CH:6][C:5]([N:8]2[CH:13]=[CH:12][CH:11]=[CH:10][C:9]2=O)=[CH:4][CH:3]=1.C([O-])(O)=O.[Na+].P12(SP3(SP(SP(S3)(S1)=S)(=S)S2)=S)=[S:21].O.